From a dataset of Forward reaction prediction with 1.9M reactions from USPTO patents (1976-2016). Predict the product of the given reaction. (1) Given the reactants Br[C:2]1[CH:7]=[C:6]([CH2:8][CH3:9])[CH:5]=[C:4]([Br:10])[CH:3]=1.[Cu](C#N)[C:12]#[N:13].N1C=CC=CC=1.N, predict the reaction product. The product is: [Br:10][C:4]1[CH:3]=[C:2]([CH:7]=[C:6]([CH2:8][CH3:9])[CH:5]=1)[C:12]#[N:13]. (2) Given the reactants C(N(CCC)[C:5]1[CH:10]=[CH:9][C:8]([NH:11][C:12](=[O:27])[C:13]2[CH:18]=[CH:17][C:16]([CH2:19][NH:20][CH2:21][C:22]3[NH:23][CH:24]=[CH:25][N:26]=3)=[CH:15][CH:14]=2)=[CH:7][CH:6]=1)CC.[CH2:31]([N:33]1[CH:37]=[CH:36][N:35]=[C:34]1[CH:38]=O)[CH3:32].[C:40]([BH3-])#[N:41].[Na+].[OH-].[Na+], predict the reaction product. The product is: [CH2:6]([N:41]([CH2:40][C:5]1[CH:6]=[CH:7][C:8]([NH:11][C:12](=[O:27])[C:13]2[CH:14]=[CH:15][C:16]([CH2:19][N:20]([CH2:38][C:34]3[N:33]([CH2:31][CH3:32])[CH:37]=[CH:36][N:35]=3)[CH2:21][C:22]3[NH:26][CH:25]=[CH:24][N:23]=3)=[CH:17][CH:18]=2)=[CH:9][CH:10]=1)[CH2:7][CH2:8][CH3:9])[CH2:5][CH3:10]. (3) Given the reactants [OH:1][C:2]1[C:7]2[C@@:8]3([OH:45])[C@@:21]([O:25][CH3:26])([C@H:22]([OH:24])[CH2:23][C:6]=2[CH:5]=[C:4]([CH3:46])[C:3]=1[C:47]([OH:49])=O)[C:20](=[O:27])[C:19]1[C:10](=[CH:11][C:12]2[C:13](=[O:43])[C:14]([NH:30][CH:31]4[C@H:36]([O:37][CH3:38])[C@H:35]([OH:39])[C@@H:34]([O:40][CH3:41])[C@H:33]([CH3:42])[O:32]4)=[CH:15][C:16](=[O:29])[C:17]=2[C:18]=1[OH:28])[C:9]3=[O:44].O.ON1C2C=CC=CC=2N=N1.[NH2:61][CH2:62][C:63]1[CH:64]=[N:65][CH:66]=[CH:67][CH:68]=1.[ClH:69], predict the reaction product. The product is: [ClH:69].[OH:1][C:2]1[C:7]2[C:8]3([OH:45])[C:21]([O:25][CH3:26])([CH:22]([OH:24])[CH2:23][C:6]=2[CH:5]=[C:4]([CH3:46])[C:3]=1[C:47]([NH:61][CH2:62][C:63]1[CH:64]=[N:65][CH:66]=[CH:67][CH:68]=1)=[O:49])[C:20](=[O:27])[C:19]1[C:10](=[CH:11][C:12]2[C:13](=[O:43])[C:14]([NH:30][CH:31]4[C@H:36]([O:37][CH3:38])[C@H:35]([OH:39])[C@@H:34]([O:40][CH3:41])[C@H:33]([CH3:42])[O:32]4)=[CH:15][C:16](=[O:29])[C:17]=2[C:18]=1[OH:28])[C:9]3=[O:44]. (4) Given the reactants [CH3:1][O:2][CH2:3][CH2:4][CH2:5][O:6][C:7]1[CH:8]=[C:9]([CH:29]=[CH:30][C:31]=1[O:32][CH3:33])[CH2:10][C@H:11]([CH:26]([CH3:28])[CH3:27])[CH2:12][C@H:13]1[C:18]([O:19][CH3:20])=N[C@H](C(C)C)C(OC)=[N:14]1.Cl.C([O-])([O-])=[O:36].[Na+].[Na+], predict the reaction product. The product is: [CH3:1][O:2][CH2:3][CH2:4][CH2:5][O:6][C:7]1[CH:8]=[C:9]([CH:29]=[CH:30][C:31]=1[O:32][CH3:33])[CH2:10][C@H:11]([CH:26]([CH3:28])[CH3:27])[CH2:12][C@H:13]([NH2:14])[C:18]([O:19][CH3:20])=[O:36]. (5) Given the reactants [OH:1][C:2]1[CH:11]=[C:10]2[C:5]([CH:6]=[CH:7][N:8]=[CH:9]2)=[CH:4][CH:3]=1.Br[CH:13]([CH2:23][O:24][CH3:25])[C:14]([NH:16][C:17]([CH3:22])([CH3:21])[C:18]#[C:19][CH3:20])=[O:15], predict the reaction product. The product is: [CH:9]1[C:10]2[C:5](=[CH:4][CH:3]=[C:2]([O:1][CH:13]([CH2:23][O:24][CH3:25])[C:14]([NH:16][C:17]([CH3:22])([C:18]#[C:19][CH3:20])[CH3:21])=[O:15])[CH:11]=2)[CH:6]=[CH:7][N:8]=1. (6) Given the reactants [C:1]([O:6]C)(=[O:5])C(C)=C.C(O)(=O)C(C)=C.S(OOS([O-])(=O)=O)([O-])(=O)=O.[NH4+].[NH4+].S(C(CC(OCCCCC[CH2:46][CH2:47][CH2:48][CH2:49][CH2:50][CH2:51][CH3:52])=O)C(OCC=C)=O)(O)(=O)=O.[Na].C(OCC(CC)CCCC)(=O)C=C.[OH-].[K+], predict the reaction product. The product is: [CH3:52][CH2:51][CH2:50][CH2:49][CH:48]([C:1]([OH:6])=[O:5])[CH2:47][CH3:46]. (7) The product is: [C:3]([O:7][C:8]([N:10]1[CH2:16][C:15]2[CH:17]=[CH:18][CH:19]=[CH:20][C:14]=2[N:13]([CH3:23])[C:12](=[O:21])[CH2:11]1)=[O:9])([CH3:6])([CH3:4])[CH3:5]. Given the reactants [H-].[Na+].[C:3]([O:7][C:8]([N:10]1[CH2:16][C:15]2[CH:17]=[CH:18][CH:19]=[CH:20][C:14]=2[NH:13][C:12](=[O:21])[CH2:11]1)=[O:9])([CH3:6])([CH3:5])[CH3:4].I[CH3:23].[Cl-].[NH4+], predict the reaction product. (8) Given the reactants C1(S([N:10]2[C:14]3[N:15]=[CH:16][N:17]=[C:18]([CH:19]4[CH2:21][CH2:20]4)[C:13]=3[C:12]([C:22]([C:24]3[C:25]([F:39])=[N:26][C:27]([NH:30][C:31]4[CH:32]=[N:33][C:34]([O:37][CH3:38])=[CH:35][CH:36]=4)=[CH:28][CH:29]=3)=[O:23])=[CH:11]2)(=O)=O)C=CC=CC=1.O, predict the reaction product. The product is: [CH:19]1([C:18]2[C:13]3[C:12]([C:22]([C:24]4[C:25]([F:39])=[N:26][C:27]([NH:30][C:31]5[CH:32]=[N:33][C:34]([O:37][CH3:38])=[CH:35][CH:36]=5)=[CH:28][CH:29]=4)=[O:23])=[CH:11][NH:10][C:14]=3[N:15]=[CH:16][N:17]=2)[CH2:20][CH2:21]1.